From a dataset of Forward reaction prediction with 1.9M reactions from USPTO patents (1976-2016). Predict the product of the given reaction. Given the reactants [F:1][C:2]1[CH:23]=[CH:22][CH:21]=[C:20]([F:24])[C:3]=1[CH2:4][O:5][C:6]1[C:7]2[N:8]([C:13]([C:17](O)=[O:18])=[C:14]([CH3:16])[N:15]=2)[CH:9]=[C:10]([CH3:12])[N:11]=1.CN(C(ON1N=NC2C=CC=NC1=2)=[N+](C)C)C.F[P-](F)(F)(F)(F)F.C(N(CC)C(C)C)(C)C.Cl.Cl.F[CH2:61][CH2:62][C:63]([CH3:67])([NH2:66])[CH2:64][NH2:65].C(O)(C(F)(F)[F:71])=O, predict the reaction product. The product is: [NH2:66][C:63]([CH3:67])([CH2:62][CH3:61])[CH:64]([F:71])[NH:65][C:17]([C:13]1[N:8]2[CH:9]=[C:10]([CH3:12])[N:11]=[C:6]([O:5][CH2:4][C:3]3[C:2]([F:1])=[CH:23][CH:22]=[CH:21][C:20]=3[F:24])[C:7]2=[N:15][C:14]=1[CH3:16])=[O:18].